Task: Regression. Given two drug SMILES strings and cell line genomic features, predict the synergy score measuring deviation from expected non-interaction effect.. Dataset: NCI-60 drug combinations with 297,098 pairs across 59 cell lines Drug 1: CCCS(=O)(=O)NC1=C(C(=C(C=C1)F)C(=O)C2=CNC3=C2C=C(C=N3)C4=CC=C(C=C4)Cl)F. Drug 2: CC1=C(C=C(C=C1)C(=O)NC2=CC(=CC(=C2)C(F)(F)F)N3C=C(N=C3)C)NC4=NC=CC(=N4)C5=CN=CC=C5. Cell line: SK-MEL-2. Synergy scores: CSS=9.70, Synergy_ZIP=4.78, Synergy_Bliss=10.5, Synergy_Loewe=6.60, Synergy_HSA=6.50.